Dataset: Forward reaction prediction with 1.9M reactions from USPTO patents (1976-2016). Task: Predict the product of the given reaction. (1) The product is: [CH3:13][C:11]1[CH:10]=[CH:9][C:8]2[N:14]([S:15]([C:18]3[CH:19]=[CH:20][C:21]([CH3:24])=[CH:22][CH:23]=3)(=[O:17])=[O:16])[S:1](=[O:3])(=[O:2])[O:6][C:7]=2[CH:12]=1. Given the reactants [S:1](Cl)(Cl)(=[O:3])=[O:2].[OH:6][C:7]1[CH:12]=[C:11]([CH3:13])[CH:10]=[CH:9][C:8]=1[NH:14][S:15]([C:18]1[CH:23]=[CH:22][C:21]([CH3:24])=[CH:20][CH:19]=1)(=[O:17])=[O:16].C(N(CC)CC)C, predict the reaction product. (2) Given the reactants [CH:1]1[CH2:6][CH2:5][CH2:4][CH:3]([C:7]2[C:15](=[O:16])[N:14]3[C:10]([NH:11][C:12]4[CH:20]=[CH:19][CH:18]=[CH:17][C:13]=43)=[C:9]([C:21]#[N:22])[C:8]=2[CH3:23])[CH:2]=1, predict the reaction product. The product is: [CH:3]1([C:7]2[C:15](=[O:16])[N:14]3[C:10]([NH:11][C:12]4[CH:20]=[CH:19][CH:18]=[CH:17][C:13]=43)=[C:9]([C:21]#[N:22])[C:8]=2[CH3:23])[CH2:2][CH2:1][CH2:6][CH2:5][CH2:4]1. (3) Given the reactants [CH2:1]([O:3][C:4](=[O:26])[C:5]([OH:25])([C:21]([F:24])([F:23])[F:22])[CH2:6][C:7]([C:10]1[CH:15]=[C:14]([F:16])[CH:13]=[C:12]([CH2:17][CH2:18]O)[C:11]=1[OH:20])([CH3:9])[CH3:8])[CH3:2].C1(P(C2C=CC=CC=2)C2C=CC=CC=2)C=CC=CC=1.C(N(CC)CC)C.C(Cl)(Cl)(Cl)Cl, predict the reaction product. The product is: [CH2:1]([O:3][C:4](=[O:26])[C:5]([OH:25])([C:21]([F:23])([F:22])[F:24])[CH2:6][C:7]([C:10]1[C:11]2[O:20][CH2:18][CH2:17][C:12]=2[CH:13]=[C:14]([F:16])[CH:15]=1)([CH3:9])[CH3:8])[CH3:2]. (4) Given the reactants C([O:3][C:4](=[O:31])[CH2:5][S:6][C:7]1[S:11][C:10]([NH:12][C:13]([N:15]([CH2:25][CH:26]2C[CH2:29][CH2:28][CH2:27]2)[C:16]2[CH:21]=[CH:20][CH:19]=[C:18]([C:22](=[O:24])[NH2:23])[CH:17]=2)=[O:14])=[N:9][CH:8]=1)C.[CH:32]1(N(C2C=CC(S(C)(=O)=O)=CC=2)C(=O)N(C)C2SC=C(CC(O)=O)N=2)CCCC1.C1(CNC2C=C(C=CC=2)C(N)=O)CCCC1.C(OC(=O)CSC1SC(N)=NC=1)C, predict the reaction product. The product is: [C:22]([C:18]1[CH:17]=[C:16]([N:15]([CH:25]2[CH2:26][CH2:27][CH2:28][CH2:29]2)[C:13](=[O:14])[N:12]([CH3:32])[C:10]2[S:11][C:7]([S:6][CH2:5][C:4]([OH:3])=[O:31])=[CH:8][N:9]=2)[CH:21]=[CH:20][CH:19]=1)(=[O:24])[NH2:23]. (5) Given the reactants [I-].[CH3:2][P+](C1C=CC=CC=1)(C1C=CC=CC=1)C1C=CC=CC=1.[Li]CCCC.[Br:27][C:28]1[CH:35]=[CH:34][C:33]([F:36])=[CH:32][C:29]=1[CH:30]=O, predict the reaction product. The product is: [Br:27][C:28]1[CH:35]=[CH:34][C:33]([F:36])=[CH:32][C:29]=1[CH:30]=[CH2:2].